This data is from Forward reaction prediction with 1.9M reactions from USPTO patents (1976-2016). The task is: Predict the product of the given reaction. (1) Given the reactants [C:1]([O:5][C:6]([N:8]1[C:16]2[C:11](=[CH:12][C:13](Br)=[C:14]([F:17])[CH:15]=2)[CH:10]=[CH:9]1)=[O:7])([CH3:4])([CH3:3])[CH3:2].[CH2:19]([OH:24])[CH2:20][CH2:21][C:22]#[CH:23].O.Cl, predict the reaction product. The product is: [C:1]([O:5][C:6]([N:8]1[C:16]2[C:11](=[CH:12][C:13]([C:23]#[C:22][CH2:21][CH2:20][CH2:19][OH:24])=[C:14]([F:17])[CH:15]=2)[CH:10]=[CH:9]1)=[O:7])([CH3:4])([CH3:3])[CH3:2]. (2) Given the reactants [CH2:1]([N:3]1[C:7]2=[N:8][C:9]([CH2:45][CH3:46])=[C:10]([CH2:19][N:20]([CH2:29][C:30]3[CH:31]=[C:32]([C:37]4[CH:42]=[CH:41][CH:40]=[C:39]([CH:43]=O)[CH:38]=4)[C:33]([CH3:36])=[CH:34][CH:35]=3)[C:21]([C:23]3([C:26]([NH2:28])=[O:27])[CH2:25][CH2:24]3)=[O:22])[C:11]([NH:12][CH:13]3[CH2:18][CH2:17][O:16][CH2:15][CH2:14]3)=[C:6]2[CH:5]=[N:4]1)[CH3:2].[C@H:47]12[CH2:53][C@H:50]([NH:51][CH2:52]1)[CH2:49][N:48]2C(OC(C)(C)C)=O.C(O[BH-](OC(=O)C)OC(=O)C)(=O)C.[Na+].C(O)(=O)C, predict the reaction product. The product is: [C@H:47]12[CH2:53][C@H:50]([NH:51][CH2:52]1)[CH2:49][N:48]2[CH2:43][C:39]1[CH:38]=[C:37]([C:32]2[C:33]([CH3:36])=[CH:34][CH:35]=[C:30]([CH2:29][N:20]([CH2:19][C:10]3[C:11]([NH:12][CH:13]4[CH2:18][CH2:17][O:16][CH2:15][CH2:14]4)=[C:6]4[CH:5]=[N:4][N:3]([CH2:1][CH3:2])[C:7]4=[N:8][C:9]=3[CH2:45][CH3:46])[C:21]([C:23]3([C:26]([NH2:28])=[O:27])[CH2:24][CH2:25]3)=[O:22])[CH:31]=2)[CH:42]=[CH:41][CH:40]=1. (3) Given the reactants [F:1][C:2]1[CH:3]=[C:4]([CH:39]=[CH:40][C:41]=1[F:42])[CH2:5][NH:6][C:7]([C:9]1[CH:10]=[CH:11][C:12]([F:38])=[C:13]([NH:15][C:16]([C:18]2[N:22]3[CH:23]=[CH:24][C:25]([C:27]4[CH:36]=[CH:35][C:30]([C:31](OC)=[O:32])=[C:29]([F:37])[CH:28]=4)=[CH:26][C:21]3=[N:20][CH:19]=2)=[O:17])[CH:14]=1)=[O:8].[N:43]1([CH2:49][CH2:50][NH2:51])[CH2:48][CH2:47][CH2:46][CH2:45][CH2:44]1.Cl, predict the reaction product. The product is: [F:1][C:2]1[CH:3]=[C:4]([CH:39]=[CH:40][C:41]=1[F:42])[CH2:5][NH:6][C:7]([C:9]1[CH:10]=[CH:11][C:12]([F:38])=[C:13]([NH:15][C:16]([C:18]2[N:22]3[CH:23]=[CH:24][C:25]([C:27]4[CH:36]=[CH:35][C:30]([C:31](=[O:32])[NH:51][CH2:50][CH2:49][N:43]5[CH2:48][CH2:47][CH2:46][CH2:45][CH2:44]5)=[C:29]([F:37])[CH:28]=4)=[CH:26][C:21]3=[N:20][CH:19]=2)=[O:17])[CH:14]=1)=[O:8]. (4) The product is: [CH3:10][O:9][C:7]1[CH:6]=[C:5]([NH:11][C:12]2[N:17]=[C:16]([N:18]3[CH:22]=[CH:21][C:20]([C:23]([F:24])([F:26])[F:25])=[N:19]3)[C:15]([C:27]3[CH:28]=[C:29]([C:35]([NH:50][S:47]([CH2:46][CH2:45][CH2:44][N:38]4[CH2:39][CH2:40][O:41][CH2:42][CH2:43]4)(=[O:48])=[O:49])=[O:36])[C:30]([O:33][CH3:34])=[N:31][CH:32]=3)=[CH:14][N:13]=2)[CH:4]=[C:3]([O:2][CH3:1])[CH:8]=1. Given the reactants [CH3:1][O:2][C:3]1[CH:4]=[C:5]([NH:11][C:12]2[N:17]=[C:16]([N:18]3[CH:22]=[CH:21][C:20]([C:23]([F:26])([F:25])[F:24])=[N:19]3)[C:15]([C:27]3[CH:28]=[C:29]([C:35](O)=[O:36])[C:30]([O:33][CH3:34])=[N:31][CH:32]=3)=[CH:14][N:13]=2)[CH:6]=[C:7]([O:9][CH3:10])[CH:8]=1.[N:38]1([CH2:44][CH2:45][CH2:46][S:47]([NH2:50])(=[O:49])=[O:48])[CH2:43][CH2:42][O:41][CH2:40][CH2:39]1.C(N(CC)CC)C.[I-].ClC1C=CC=C[N+]=1C, predict the reaction product. (5) Given the reactants [CH3:1][C:2]([CH3:27])([CH3:26])[C:3]#[C:4][C:5]1[S:9][C:8]([C:10]([OH:12])=[O:11])=[C:7]([N:13]([CH:23]([CH3:25])[CH3:24])[C:14]([C@H:16]2[CH2:21][CH2:20][C:19]([CH3:22])=[CH:18][CH2:17]2)=[O:15])[CH:6]=1.[CH3:28]C(C)(C)C#CC1SC(C(OC)=O)=C(NC(C)C)C=1.[O-]P([O-])([O-])=O.[K+].[K+].[K+].CCOC(C)=O, predict the reaction product. The product is: [CH3:1][C:2]([CH3:26])([CH3:27])[C:3]#[C:4][C:5]1[S:9][C:8]([C:10]([O:12][CH3:28])=[O:11])=[C:7]([N:13]([CH:23]([CH3:24])[CH3:25])[C:14]([C@H:16]2[CH2:21][CH2:20][C:19]([CH3:22])=[CH:18][CH2:17]2)=[O:15])[CH:6]=1. (6) Given the reactants C(O)(C(F)(F)F)=O.[CH3:8][O:9][C@@H:10]1[C@@H:14]2[O:15]C(C)(C)[O:17][C@H:18]([CH:19]=[CH2:20])[C@@H:13]2[O:12][C:11]1=[O:23].O, predict the reaction product. The product is: [OH:15][C@@H:14]1[C@H:13]([C@H:18]([OH:17])[CH:19]=[CH2:20])[O:12][C:11](=[O:23])[C@@H:10]1[O:9][CH3:8]. (7) Given the reactants [CH2:1]([S:3]([NH:6][C@@H:7]([CH:11]([CH3:13])[CH3:12])[C:8]([OH:10])=O)(=[O:5])=[O:4])[CH3:2].N1C=CC=CC=1.FC1N=C(F)N=C(F)N=1.[C:29]([Si:33]([C:56]1[CH:61]=[CH:60][CH:59]=[CH:58][CH:57]=1)([C:50]1[CH:55]=[CH:54][CH:53]=[CH:52][CH:51]=1)[O:34][C:35]1[CH:40]=[CH:39][C:38]([C:41]2[CH:46]=[CH:45][CH:44]=[CH:43][C:42]=2[NH2:47])=[CH:37][C:36]=1[O:48][CH3:49])([CH3:32])([CH3:31])[CH3:30].C(C1C=C(C)C=C(C(C)(C)C)N=1)(C)(C)C, predict the reaction product. The product is: [C:29]([Si:33]([C:56]1[CH:57]=[CH:58][CH:59]=[CH:60][CH:61]=1)([C:50]1[CH:51]=[CH:52][CH:53]=[CH:54][CH:55]=1)[O:34][C:35]1[CH:40]=[CH:39][C:38]([C:41]2[CH:46]=[CH:45][CH:44]=[CH:43][C:42]=2[NH:47][C:8](=[O:10])[C@@H:7]([NH:6][S:3]([CH2:1][CH3:2])(=[O:4])=[O:5])[CH:11]([CH3:13])[CH3:12])=[CH:37][C:36]=1[O:48][CH3:49])([CH3:32])([CH3:30])[CH3:31].